The task is: Predict the reactants needed to synthesize the given product.. This data is from Full USPTO retrosynthesis dataset with 1.9M reactions from patents (1976-2016). (1) Given the product [CH3:19][S:20]([O:11][CH2:10][CH2:9][C:4]1([CH:1]([CH3:3])[CH3:2])[O:8][CH2:7][CH2:6][O:5]1)(=[O:22])=[O:21], predict the reactants needed to synthesize it. The reactants are: [CH:1]([C:4]1([CH2:9][CH2:10][OH:11])[O:8][CH2:7][CH2:6][O:5]1)([CH3:3])[CH3:2].C(N(CC)CC)C.[CH3:19][S:20](Cl)(=[O:22])=[O:21]. (2) Given the product [C:44]([O:43][C:35]([CH2:36][OH:37])([CH2:40][OH:39])[CH2:34][CH2:33][C:30]1[CH:31]=[CH:32][C:27]([C@@H:9]2[C@@H:8]([CH2:7][CH2:6][C@H:5]([O:4][C:1](=[O:3])[CH3:2])[C:47]3[CH:52]=[CH:51][C:50]([F:53])=[CH:49][CH:48]=3)[C:11](=[O:12])[N:10]2[C:13]2[CH:14]=[CH:15][C:16]([CH2:19][CH2:20][CH2:21][NH:22][S:23]([CH3:26])(=[O:24])=[O:25])=[CH:17][CH:18]=2)=[CH:28][CH:29]=1)(=[O:46])[CH3:45], predict the reactants needed to synthesize it. The reactants are: [C:1]([O:4][C@H:5]([C:47]1[CH:52]=[CH:51][C:50]([F:53])=[CH:49][CH:48]=1)[CH2:6][CH2:7][C@H:8]1[C:11](=[O:12])[N:10]([C:13]2[CH:18]=[CH:17][C:16]([CH2:19][CH2:20][CH2:21][NH:22][S:23]([CH3:26])(=[O:25])=[O:24])=[CH:15][CH:14]=2)[C@@H:9]1[C:27]1[CH:32]=[CH:31][C:30]([CH2:33][CH2:34][C:35]2([O:43][C:44](=[O:46])[CH3:45])[CH2:40][O:39]C(C)(C)[O:37][CH2:36]2)=[CH:29][CH:28]=1)(=[O:3])[CH3:2].C(O)(C(F)(F)F)=O.C1(C)C=CC=CC=1. (3) The reactants are: Br[CH2:2][C:3]([C:5]1[CH:10]=[CH:9][C:8]([S:11]([CH3:14])(=[O:13])=[O:12])=[CH:7][CH:6]=1)=O.[C:15]([NH2:23])(=[O:22])[C:16]1[CH:21]=[CH:20][CH:19]=[CH:18][CH:17]=1. Given the product [CH3:14][S:11]([C:8]1[CH:9]=[CH:10][C:5]([C:3]2[N:23]=[C:15]([C:16]3[CH:21]=[CH:20][CH:19]=[CH:18][CH:17]=3)[O:22][CH:2]=2)=[CH:6][CH:7]=1)(=[O:13])=[O:12], predict the reactants needed to synthesize it. (4) Given the product [CH3:34][C:12]1[C:13]([O:17][CH2:18][C:19]2[CH:23]=[C:22]([C:24]([F:25])([F:26])[F:27])[N:21]([C:28]3[CH:33]=[CH:32][CH:31]=[CH:30][CH:29]=3)[N:20]=2)=[CH:14][CH:15]=[C:16]2[C:11]=1[CH2:10][CH2:9][NH:8]2, predict the reactants needed to synthesize it. The reactants are: C(OC([N:8]1[C:16]2[C:11](=[C:12]([CH3:34])[C:13]([O:17][CH2:18][C:19]3[CH:23]=[C:22]([C:24]([F:27])([F:26])[F:25])[N:21]([C:28]4[CH:33]=[CH:32][CH:31]=[CH:30][CH:29]=4)[N:20]=3)=[CH:14][CH:15]=2)[CH2:10][CH2:9]1)=O)(C)(C)C. (5) The reactants are: [OH:1][C:2]1[CH:7]=[C:6]([CH3:8])[C:5]([NH:9][CH:10]=[O:11])=[C:4]([CH3:12])[C:3]=1[CH3:13].[CH2:14](Cl)[CH:15]=[CH:16][C:17]1[CH:22]=[CH:21][CH:20]=[CH:19][CH:18]=1. Given the product [CH3:12][C:4]1[C:3]([CH3:13])=[C:2]([O:1][CH2:14]/[CH:15]=[CH:16]/[C:17]2[CH:22]=[CH:21][CH:20]=[CH:19][CH:18]=2)[CH:7]=[C:6]([CH3:8])[C:5]=1[NH:9][CH:10]=[O:11], predict the reactants needed to synthesize it.